From a dataset of Reaction yield outcomes from USPTO patents with 853,638 reactions. Predict the reaction yield, written as a fraction of the theoretical maximum amount of product (1.0 means a 100% yield; for example, 0.34 means a 34% yield). (1) The reactants are [C:1](Cl)(=[O:6])[C:2]([CH3:5])([CH3:4])[CH3:3].[OH:8][C:9]1[C:10]([C:20]([O:22][CH2:23][CH2:24][CH2:25][CH3:26])=[O:21])=[CH:11][CH:12]=[C:13]2[C:18]=1[N:17]=[C:16]([CH3:19])[CH:15]=[CH:14]2. The catalyst is N1C=CC=CC=1. The product is [CH3:3][C:2]([CH3:5])([CH3:4])[C:1]([O:8][C:9]1[C:10]([C:20]([O:22][CH2:23][CH2:24][CH2:25][CH3:26])=[O:21])=[CH:11][CH:12]=[C:13]2[C:18]=1[N:17]=[C:16]([CH3:19])[CH:15]=[CH:14]2)=[O:6]. The yield is 0.820. (2) The reactants are [Br:1][C:2]1[CH:7]=[CH:6][C:5]([C:8]2[O:9][C:10]([CH3:26])=[C:11]([CH2:13][CH2:14][O:15]S(C3C=CC(C)=CC=3)(=O)=O)[N:12]=2)=[CH:4][CH:3]=1.[CH2:27]([O:29][C:30](=[O:42])[C:31]([O:34][C:35]1[CH:40]=[CH:39][C:38](O)=[CH:37][CH:36]=1)([CH3:33])[CH3:32])[CH3:28].C([O-])([O-])=O.[Cs+].[Cs+]. The catalyst is CN(C=O)C. The product is [CH2:27]([O:29][C:30](=[O:42])[C:31]([O:34][C:35]1[CH:40]=[CH:39][C:38]([O:15][CH2:14][CH2:13][C:11]2[N:12]=[C:8]([C:5]3[CH:4]=[CH:3][C:2]([Br:1])=[CH:7][CH:6]=3)[O:9][C:10]=2[CH3:26])=[CH:37][CH:36]=1)([CH3:33])[CH3:32])[CH3:28]. The yield is 0.440. (3) The yield is 0.0900. No catalyst specified. The product is [C:17]1([C:14]2[O:13][C:12]([CH2:8][CH2:9][C:10]#[C:11][C:2]3[CH:7]=[CH:6][CH:5]=[CH:4][N:3]=3)=[N:16][CH:15]=2)[CH:18]=[CH:19][CH:20]=[CH:21][CH:22]=1. The reactants are Br[C:2]1[CH:7]=[CH:6][CH:5]=[CH:4][N:3]=1.[CH2:8]([C:12]1[O:13][C:14]([C:17]2[CH:22]=[CH:21][CH:20]=[CH:19][CH:18]=2)=[CH:15][N:16]=1)[CH2:9][C:10]#[CH:11].